This data is from Forward reaction prediction with 1.9M reactions from USPTO patents (1976-2016). The task is: Predict the product of the given reaction. (1) Given the reactants [C:1]1([CH2:7][CH2:8][CH2:9][C:10]#[C:11][C:12]2[CH:13]=[C:14]([CH:17]=[O:18])[S:15][CH:16]=2)[CH:6]=[CH:5][CH:4]=[CH:3][CH:2]=1.[BH4-].[Na+], predict the reaction product. The product is: [C:1]1([CH2:7][CH2:8][CH2:9][C:10]#[C:11][C:12]2[CH:13]=[C:14]([CH2:17][OH:18])[S:15][CH:16]=2)[CH:2]=[CH:3][CH:4]=[CH:5][CH:6]=1. (2) Given the reactants [Cl:1][C:2]1[CH:3]=[CH:4][C:5]2[C:11](=O)[C:10](=[CH:13]N(C)C)[CH2:9][C:8](=[O:17])[NH:7][C:6]=2[CH:18]=1.[NH:19]([C:23]1[CH:24]=[C:25]([CH:29]=[CH:30][CH:31]=1)[C:26]([OH:28])=[O:27])[C:20]([NH2:22])=[NH:21], predict the reaction product. The product is: [Cl:1][C:2]1[CH:3]=[CH:4][C:5]2[C:11]3[N:21]=[C:20]([NH:19][C:23]4[CH:24]=[C:25]([CH:29]=[CH:30][CH:31]=4)[C:26]([OH:28])=[O:27])[N:22]=[CH:13][C:10]=3[CH2:9][C:8](=[O:17])[NH:7][C:6]=2[CH:18]=1. (3) Given the reactants [CH3:1][N:2]([CH2:12][CH2:13][CH2:14][O:15][C:16]1[CH:23]=[CH:22][C:19]([CH:20]=O)=[CH:18][CH:17]=1)[C:3]1[O:4][C:5]2[CH:11]=[CH:10][CH:9]=[CH:8][C:6]=2[N:7]=1.[S:24]1[CH2:28][C:27](=[O:29])[NH:26][C:25]1=[O:30], predict the reaction product. The product is: [CH3:1][N:2]([CH2:12][CH2:13][CH2:14][O:15][C:16]1[CH:23]=[CH:22][C:19]([CH:20]=[C:28]2[S:24][C:25](=[O:30])[NH:26][C:27]2=[O:29])=[CH:18][CH:17]=1)[C:3]1[O:4][C:5]2[CH:11]=[CH:10][CH:9]=[CH:8][C:6]=2[N:7]=1.